From a dataset of NCI-60 drug combinations with 297,098 pairs across 59 cell lines. Regression. Given two drug SMILES strings and cell line genomic features, predict the synergy score measuring deviation from expected non-interaction effect. (1) Drug 2: CC1C(C(CC(O1)OC2CC(OC(C2O)C)OC3=CC4=CC5=C(C(=O)C(C(C5)C(C(=O)C(C(C)O)O)OC)OC6CC(C(C(O6)C)O)OC7CC(C(C(O7)C)O)OC8CC(C(C(O8)C)O)(C)O)C(=C4C(=C3C)O)O)O)O. Drug 1: CCC1=C2CN3C(=CC4=C(C3=O)COC(=O)C4(CC)O)C2=NC5=C1C=C(C=C5)O. Synergy scores: CSS=63.2, Synergy_ZIP=-6.24, Synergy_Bliss=-1.09, Synergy_Loewe=-1.14, Synergy_HSA=-0.410. Cell line: OVCAR-8. (2) Drug 1: C1C(C(OC1N2C=C(C(=O)NC2=O)F)CO)O. Drug 2: C1CN1C2=NC(=NC(=N2)N3CC3)N4CC4. Cell line: BT-549. Synergy scores: CSS=22.8, Synergy_ZIP=-10.2, Synergy_Bliss=-7.53, Synergy_Loewe=-0.908, Synergy_HSA=-0.00995. (3) Drug 1: C1=NC(=NC(=O)N1C2C(C(C(O2)CO)O)O)N. Drug 2: CC1C(C(CC(O1)OC2CC(CC3=C2C(=C4C(=C3O)C(=O)C5=C(C4=O)C(=CC=C5)OC)O)(C(=O)CO)O)N)O.Cl. Cell line: IGROV1. Synergy scores: CSS=36.8, Synergy_ZIP=-2.55, Synergy_Bliss=0.803, Synergy_Loewe=-2.53, Synergy_HSA=3.08. (4) Cell line: HCT116. Drug 1: C1=CC(=CC=C1CC(C(=O)O)N)N(CCCl)CCCl.Cl. Synergy scores: CSS=10.9, Synergy_ZIP=-3.54, Synergy_Bliss=1.78, Synergy_Loewe=-0.259, Synergy_HSA=1.78. Drug 2: CC1CCCC2(C(O2)CC(NC(=O)CC(C(C(=O)C(C1O)C)(C)C)O)C(=CC3=CSC(=N3)C)C)C. (5) Drug 1: C1CCN(CC1)CCOC2=CC=C(C=C2)C(=O)C3=C(SC4=C3C=CC(=C4)O)C5=CC=C(C=C5)O. Drug 2: C1=C(C(=O)NC(=O)N1)N(CCCl)CCCl. Cell line: NCI-H460. Synergy scores: CSS=29.9, Synergy_ZIP=4.03, Synergy_Bliss=7.09, Synergy_Loewe=3.04, Synergy_HSA=5.86. (6) Drug 1: C1=C(C(=O)NC(=O)N1)N(CCCl)CCCl. Drug 2: CC(C)CN1C=NC2=C1C3=CC=CC=C3N=C2N. Cell line: SF-268. Synergy scores: CSS=28.6, Synergy_ZIP=-2.90, Synergy_Bliss=-0.0915, Synergy_Loewe=-2.86, Synergy_HSA=-2.26.